Dataset: Full USPTO retrosynthesis dataset with 1.9M reactions from patents (1976-2016). Task: Predict the reactants needed to synthesize the given product. (1) Given the product [Br:14][C:2]1([CH2:1][C:8]2[CH:13]=[N:12][CH:11]=[CH:10][N:9]=2)[CH:7]=[CH:6][CH:5]=[CH:4][CH2:3]1, predict the reactants needed to synthesize it. The reactants are: [CH2:1]([C:8]1[CH:13]=[N:12][CH:11]=[CH:10][N:9]=1)[C:2]1[CH:7]=[CH:6][CH:5]=[CH:4][CH:3]=1.[Br:14]N1C(C)(C)C(=O)N(Br)C1=O. (2) Given the product [F:1][C:2]1[CH:3]=[C:4]([C:9]2([F:14])[CH2:13][CH2:12][N:11]([CH3:16])[CH2:10]2)[CH:5]=[C:6]([F:8])[CH:7]=1, predict the reactants needed to synthesize it. The reactants are: [F:1][C:2]1[CH:3]=[C:4]([C:9]2([F:14])[CH2:13][CH2:12][NH:11][CH2:10]2)[CH:5]=[C:6]([F:8])[CH:7]=1.O.[CH2:16](OCC)C. (3) Given the product [F:14][C:13]1[C:8]([C:7]2[C:2]([NH:17][C:18]3[CH:19]=[C:20]([CH:33]=[CH:34][C:35]=3[CH3:36])[C:21]([NH:23][C:24]3[CH:29]=[CH:28][CH:27]=[C:26]([CH:30]([CH3:32])[CH3:31])[CH:25]=3)=[O:22])=[N:3][CH:4]=[CH:5][CH:6]=2)=[N:9][C:10]([NH:15][CH3:16])=[N:11][CH:12]=1, predict the reactants needed to synthesize it. The reactants are: Cl[C:2]1[C:7]([C:8]2[C:13]([F:14])=[CH:12][N:11]=[C:10]([NH:15][CH3:16])[N:9]=2)=[CH:6][CH:5]=[CH:4][N:3]=1.[NH2:17][C:18]1[CH:19]=[C:20]([CH:33]=[CH:34][C:35]=1[CH3:36])[C:21]([NH:23][C:24]1[CH:29]=[CH:28][CH:27]=[C:26]([CH:30]([CH3:32])[CH3:31])[CH:25]=1)=[O:22].C1C=CC(P(C2C(C3C(P(C4C=CC=CC=4)C4C=CC=CC=4)=CC=C4C=3C=CC=C4)=C3C(C=CC=C3)=CC=2)C2C=CC=CC=2)=CC=1.C([O-])([O-])=O.[K+].[K+]. (4) Given the product [CH3:1][O:2][C:3]1[CH:11]=[N:10][C:9]([C:32]#[C:31][CH:30]([OH:33])[CH3:29])=[C:8]2[C:4]=1[CH:5]=[CH:6][NH:7]2, predict the reactants needed to synthesize it. The reactants are: [CH3:1][O:2][C:3]1[CH:11]=[N:10][C:9](Br)=[C:8]2[C:4]=1[CH:5]=[CH:6][NH:7]2.O1C=CC=C1P(C1OC=CC=1)C1OC=CC=1.[CH3:29][CH:30]([OH:33])[C:31]#[CH:32]. (5) Given the product [CH2:1]([N:8]1[C:16]2[C:11](=[CH:12][C:13]([NH:17][C:19]3[CH:28]=[CH:27][C:26]([CH:29]([CH3:31])[CH3:30])=[CH:25][C:20]=3[C:21]([O:23][CH3:24])=[O:22])=[CH:14][CH:15]=2)[CH:10]=[CH:9]1)[C:2]1[CH:3]=[CH:4][CH:5]=[CH:6][CH:7]=1, predict the reactants needed to synthesize it. The reactants are: [CH2:1]([N:8]1[C:16]2[C:11](=[CH:12][C:13]([NH2:17])=[CH:14][CH:15]=2)[CH:10]=[CH:9]1)[C:2]1[CH:7]=[CH:6][CH:5]=[CH:4][CH:3]=1.I[C:19]1[CH:28]=[CH:27][C:26]([CH:29]([CH3:31])[CH3:30])=[CH:25][C:20]=1[C:21]([O:23][CH3:24])=[O:22].C(=O)([O-])[O-].[Cs+].[Cs+].